This data is from Full USPTO retrosynthesis dataset with 1.9M reactions from patents (1976-2016). The task is: Predict the reactants needed to synthesize the given product. (1) Given the product [NH2:27][C@H:17]([C:16]1[N:15]=[C:14]([C:34]#[C:35][C@@:36]2([CH3:49])[O:41][CH2:40][CH2:39][N:38]([C:42]([O:44][C:45]([CH3:48])([CH3:47])[CH3:46])=[O:43])[CH2:37]2)[CH:13]=[CH:12][C:11]=1[C:8]1[CH:9]=[CH:10][C:2]([Cl:1])=[C:3]2[C:7]=1[N:6]([CH3:50])[N:5]=[C:4]2[NH:51][S:52]([CH3:55])(=[O:53])=[O:54])[CH2:18][C:19]1[CH:20]=[C:21]([F:26])[CH:22]=[C:23]([F:25])[CH:24]=1, predict the reactants needed to synthesize it. The reactants are: [Cl:1][C:2]1[CH:10]=[CH:9][C:8]([C:11]2[CH:12]=[CH:13][C:14]([C:34]#[C:35][C@@:36]3([CH3:49])[O:41][CH2:40][CH2:39][N:38]([C:42]([O:44][C:45]([CH3:48])([CH3:47])[CH3:46])=[O:43])[CH2:37]3)=[N:15][C:16]=2[C@@H:17]([NH:27]C(=O)C(F)(F)F)[CH2:18][C:19]2[CH:24]=[C:23]([F:25])[CH:22]=[C:21]([F:26])[CH:20]=2)=[C:7]2[C:3]=1[C:4]([NH:51][S:52]([CH3:55])(=[O:54])=[O:53])=[N:5][N:6]2[CH3:50].[OH-].[Li+].Cl. (2) Given the product [CH3:1][C:2]1[O:3][C:4]([CH3:30])=[CH:5][C:6]=1[CH:7]1[CH:12]=[C:11]([CH2:13][C:14]2[CH:19]=[CH:18][CH:17]=[CH:16][C:15]=2[F:20])[N:10]2[CH:21]([C:25]([O:27][CH2:28][CH3:29])=[O:26])[C:22](=[O:24])[CH:23]=[C:9]2[N:8]1[CH2:11][N:10]([CH3:21])[CH2:9][CH2:23][C:33]1[CH:34]=[CH:2][CH:6]=[CH:7][N:8]=1, predict the reactants needed to synthesize it. The reactants are: [CH3:1][C:2]1[O:3][C:4]([CH3:30])=[CH:5][C:6]=1[C:7]1[CH:12]=[C:11]([CH2:13][C:14]2[CH:19]=[CH:18][CH:17]=[CH:16][C:15]=2[F:20])[N:10]2[CH:21]([C:25]([O:27][CH2:28][CH3:29])=[O:26])[C:22](=[O:24])[CH:23]=[C:9]2[N:8]=1.C=O.[C:33](O)(=O)[CH3:34]. (3) Given the product [Cl:1][C:2]1[CH:3]=[CH:4][C:5]([C:8]2[CH:9]=[N:10][CH:11]=[C:12]3[C:17]=2[N:16]=[C:15]([C:18]([NH:61][CH2:60][C:56]2[CH:55]=[N:54][CH:59]=[CH:58][CH:57]=2)=[O:20])[CH:14]=[CH:13]3)=[CH:6][CH:7]=1, predict the reactants needed to synthesize it. The reactants are: [Cl:1][C:2]1[CH:7]=[CH:6][C:5]([C:8]2[CH:9]=[N:10][CH:11]=[C:12]3[C:17]=2[N:16]=[C:15]([C:18]([OH:20])=O)[CH:14]=[CH:13]3)=[CH:4][CH:3]=1.C(N(CC)C(C)C)(C)C.F[P-](F)(F)(F)(F)F.N1(OC(N(C)C)=[N+](C)C)C2N=CC=CC=2N=N1.[N:54]1[CH:59]=[CH:58][CH:57]=[C:56]([CH2:60][NH2:61])[CH:55]=1. (4) Given the product [CH:33]([N:30]1[CH2:31][CH2:32][CH:27]([NH:26][C:25]([C:14]2[N:13]([CH2:12][C:9]3[CH:8]=[C:7]([C:5]4[S:6][C:2]([Cl:1])=[CH:3][CH:4]=4)[O:11][N:10]=3)[C:21]3[C:16]([CH:15]=2)=[CH:17][C:18]([CH2:22][OH:23])=[CH:19][CH:20]=3)=[O:36])[CH2:28][CH2:29]1)([CH3:35])[CH3:34], predict the reactants needed to synthesize it. The reactants are: [Cl:1][C:2]1[S:6][C:5]([C:7]2[O:11][N:10]=[C:9]([CH2:12][N:13]3[C:21]4[C:16](=[CH:17][C:18]([C:22](O)=[O:23])=[CH:19][CH:20]=4)[CH:15]=[C:14]3[C:25](=[O:36])[NH:26][CH:27]3[CH2:32][CH2:31][N:30]([CH:33]([CH3:35])[CH3:34])[CH2:29][CH2:28]3)[CH:8]=2)=[CH:4][CH:3]=1.CCN(CC)CC. (5) Given the product [NH:1]1[C:9]2[C:4](=[CH:5][CH:6]=[C:7]([C:14]3[CH:15]=[C:16]([NH2:17])[CH:18]=[CH:19][CH:20]=3)[CH:8]=2)[CH:3]=[CH:2]1, predict the reactants needed to synthesize it. The reactants are: [NH:1]1[C:9]2[C:4](=[CH:5][CH:6]=[C:7](B(O)O)[CH:8]=2)[CH:3]=[CH:2]1.Br[C:14]1[CH:15]=[C:16]([CH:18]=[CH:19][CH:20]=1)[NH2:17].[O-]P([O-])([O-])=O.[K+].[K+].[K+].C1(P(C2CCCCC2)C2CCCCC2)CCCCC1. (6) Given the product [F:30][C:24]1[CH:25]=[CH:26][CH:27]=[C:28]([F:29])[C:23]=1[C:22]([NH:21][C:18]1[CH:17]=[CH:16][C:15]([C:10]2[CH2:9][N:8]([C:33]([O:35][CH2:36][CH3:37])=[O:34])[CH2:13][CH2:12][C:11]=2[CH3:14])=[CH:20][CH:19]=1)=[O:31], predict the reactants needed to synthesize it. The reactants are: C([N:8]1[CH2:13][CH2:12][C:11]([CH3:14])=[C:10]([C:15]2[CH:20]=[CH:19][C:18]([NH:21][C:22](=[O:31])[C:23]3[C:28]([F:29])=[CH:27][CH:26]=[CH:25][C:24]=3[F:30])=[CH:17][CH:16]=2)[CH2:9]1)C1C=CC=CC=1.Cl[C:33]([O:35][CH2:36][CH3:37])=[O:34]. (7) The reactants are: [C:1]([C:3]1[N:4]=[C:5]2[C:11]([C:12](=[O:17])[C:13]([CH3:16])([CH3:15])[CH3:14])=[CH:10][NH:9][C:6]2=[N:7][CH:8]=1)#[CH:2].[CH2:18]([N:25]=[N+:26]=[N-:27])[C:19]1[CH:24]=[CH:23][CH:22]=[CH:21][CH:20]=1.O=C1O[C@H]([C@H](CO)O)C(O)=C1O. Given the product [CH2:18]([N:25]1[CH:2]=[C:1]([C:3]2[N:4]=[C:5]3[C:11]([C:12](=[O:17])[C:13]([CH3:14])([CH3:16])[CH3:15])=[CH:10][NH:9][C:6]3=[N:7][CH:8]=2)[N:27]=[N:26]1)[C:19]1[CH:24]=[CH:23][CH:22]=[CH:21][CH:20]=1, predict the reactants needed to synthesize it.